From a dataset of Full USPTO retrosynthesis dataset with 1.9M reactions from patents (1976-2016). Predict the reactants needed to synthesize the given product. (1) Given the product [O:12]1[CH2:13][CH2:14][O:15][CH:11]1[C:3]1[CH:4]=[CH:5][CH:6]=[C:7]([O:8][CH2:9][CH3:10])[C:2]=1[B:21]([O:26][CH:27]([CH3:29])[CH3:28])[O:22][CH:23]([CH3:25])[CH3:24], predict the reactants needed to synthesize it. The reactants are: Br[C:2]1[C:7]([O:8][CH2:9][CH3:10])=[CH:6][CH:5]=[CH:4][C:3]=1[CH:11]1[O:15][CH2:14][CH2:13][O:12]1.[Li]CCCC.[B:21](OC(C)C)([O:26][CH:27]([CH3:29])[CH3:28])[O:22][CH:23]([CH3:25])[CH3:24]. (2) Given the product [CH2:1]([N:3]1[C:11]2[CH:10]=[C:9]([C:12]([OH:14])=[O:13])[CH:8]=[C:7]3[N:16]([CH3:22])[S:17](=[O:20])(=[O:21])[CH2:18][CH2:19][C:5]([C:6]=23)=[CH:4]1)[CH3:2], predict the reactants needed to synthesize it. The reactants are: [CH2:1]([N:3]1[C:11]2[CH:10]=[C:9]([C:12]([O:14]C)=[O:13])[CH:8]=[C:7]3[N:16]([CH3:22])[S:17](=[O:21])(=[O:20])[CH2:18][CH2:19][C:5]([C:6]=23)=[CH:4]1)[CH3:2].[OH-].[Na+]. (3) Given the product [CH:6]1([CH2:11][CH2:12][CH2:13][C:14]2[CH:19]=[CH:18][C:17]([N:20]([CH2:40][C:41]3[CH:46]=[CH:45][C:44]([O:47][CH3:48])=[CH:43][CH:42]=3)[S:21]([C:24]3[CH:25]=[C:26]4[C:31](=[CH:32][CH:33]=3)[CH2:30][NH:29][CH2:28][CH2:27]4)(=[O:22])=[O:23])=[C:16]([F:49])[CH:15]=2)[CH2:10][CH2:9][CH2:8][CH2:7]1, predict the reactants needed to synthesize it. The reactants are: C(O)C.[OH-].[K+].[CH:6]1([CH2:11][CH2:12][CH2:13][C:14]2[CH:19]=[CH:18][C:17]([N:20]([CH2:40][C:41]3[CH:46]=[CH:45][C:44]([O:47][CH3:48])=[CH:43][CH:42]=3)[S:21]([C:24]3[CH:25]=[C:26]4[C:31](=[CH:32][CH:33]=3)[CH2:30][N:29](C(=O)C(F)(F)F)[CH2:28][CH2:27]4)(=[O:23])=[O:22])=[C:16]([F:49])[CH:15]=2)[CH2:10][CH2:9][CH2:8][CH2:7]1. (4) Given the product [NH:20]1[C:21]2[C:17](=[CH:16][CH:15]=[C:14]([NH:13][C:8]3[N:7]=[CH:6][C:5]4[C:10](=[C:11]([CH3:12])[C:2]([NH:23][CH2:24][CH2:25][N:26]5[CH2:30][CH2:29][CH2:28][CH2:27]5)=[CH:3][CH:4]=4)[N:9]=3)[CH:22]=2)[CH:18]=[N:19]1, predict the reactants needed to synthesize it. The reactants are: F[C:2]1[C:11]([CH3:12])=[C:10]2[C:5]([CH:6]=[N:7][C:8]([NH:13][C:14]3[CH:22]=[C:21]4[C:17]([CH:18]=[N:19][NH:20]4)=[CH:16][CH:15]=3)=[N:9]2)=[CH:4][CH:3]=1.[NH2:23][CH2:24][CH2:25][N:26]1[CH2:30][CH2:29][CH2:28][CH2:27]1. (5) Given the product [CH3:9][O:8][P:7]([CH2:6][C:23](=[O:24])[CH2:22][CH:21]([O:20][Si:13]([C:16]([CH3:19])([CH3:18])[CH3:17])([CH3:14])[CH3:15])[CH2:28][CH2:29][CH3:30])(=[O:12])[O:10][CH3:11], predict the reactants needed to synthesize it. The reactants are: C([Li])CCC.[CH3:6][P:7](=[O:12])([O:10][CH3:11])[O:8][CH3:9].[Si:13]([O:20][CH:21]([CH2:28][CH2:29][CH3:30])[CH2:22][C:23](OCC)=[O:24])([C:16]([CH3:19])([CH3:18])[CH3:17])([CH3:15])[CH3:14]. (6) Given the product [S:1]1[CH:5]=[CH:4][C:3]2[CH:6]=[C:7]([CH2:10][S:11]([NH:14][C@H:15]([C:19]3[CH:24]=[CH:23][CH:22]=[CH:21][CH:20]=3)[C:16]([NH:33][OH:32])=[O:17])(=[O:13])=[O:12])[CH:8]=[CH:9][C:2]1=2, predict the reactants needed to synthesize it. The reactants are: [S:1]1[CH:5]=[CH:4][C:3]2[CH:6]=[C:7]([CH2:10][S:11]([NH:14][C@H:15]([C:19]3[CH:24]=[CH:23][CH:22]=[CH:21][CH:20]=3)[C:16](O)=[O:17])(=[O:13])=[O:12])[CH:8]=[CH:9][C:2]1=2.[Si]([O:32][NH2:33])(C(C)(C)C)(C)C.C(OCC)(=O)C.C(=O)([O-])O.[Na+]. (7) Given the product [NH2:35][C@H:36]([C:44]([OH:46])=[O:45])[CH2:37][CH2:38][CH2:39][NH:40][C:41](=[NH:42])[NH2:43].[C:1]([C:11]1[CH:34]=[CH:33][C:14]([CH2:15][N:16]([C:28](=[O:32])[C:29]([OH:31])=[O:30])[CH2:17][C:18]2[CH:23]=[CH:22][C:21]([C:24]([F:27])([F:26])[F:25])=[CH:20][CH:19]=2)=[CH:13][CH:12]=1)#[C:2][CH2:3][CH2:4][CH2:5][CH2:6][CH2:7][CH2:8][CH2:9][CH3:10], predict the reactants needed to synthesize it. The reactants are: [C:1]([C:11]1[CH:34]=[CH:33][C:14]([CH2:15][N:16]([C:28](=[O:32])[C:29]([OH:31])=[O:30])[CH2:17][C:18]2[CH:23]=[CH:22][C:21]([C:24]([F:27])([F:26])[F:25])=[CH:20][CH:19]=2)=[CH:13][CH:12]=1)#[C:2][CH2:3][CH2:4][CH2:5][CH2:6][CH2:7][CH2:8][CH2:9][CH3:10].[NH2:35][C@H:36]([C:44]([OH:46])=[O:45])[CH2:37][CH2:38][CH2:39][NH:40][C:41](=[NH:43])[NH2:42]. (8) Given the product [CH3:18][Si:15]([CH3:16])([CH3:17])[CH2:14][CH2:13][O:12][CH2:11][N:9]1[CH:10]=[C:6]([C:4](=[O:5])[CH3:20])[CH:7]=[N:8]1, predict the reactants needed to synthesize it. The reactants are: CON(C)[C:4]([C:6]1[CH:7]=[N:8][N:9]([CH2:11][O:12][CH2:13][CH2:14][Si:15]([CH3:18])([CH3:17])[CH3:16])[CH:10]=1)=[O:5].[CH3:20][Mg]Br.[Cl-].[NH4+].